Dataset: Reaction yield outcomes from USPTO patents with 853,638 reactions. Task: Predict the reaction yield, written as a fraction of the theoretical maximum amount of product (1.0 means a 100% yield; for example, 0.34 means a 34% yield). (1) The reactants are [N+]([O-])([O-])=[O:2].[NH4+].[Ce].[F:7][C:8]1[CH:13]=[CH:12][CH:11]=[C:10]([F:14])[C:9]=1[C:15]1[S:16][C:17]2[C:18](=[C:20](N)[C:21]([O:26][CH3:27])=[CH:22][C:23]=2[O:24]C)[N:19]=1. The catalyst is O.C(OCC)(=O)C. The product is [F:7][C:8]1[CH:13]=[CH:12][CH:11]=[C:10]([F:14])[C:9]=1[C:15]1[S:16][C:17]2[C:23](=[O:24])[CH:22]=[C:21]([O:26][CH3:27])[C:20](=[O:2])[C:18]=2[N:19]=1. The yield is 0.860. (2) The reactants are C(OC([N:11]1[CH2:15][CH:14]2[CH:16]([OH:20])[CH:17]([F:19])[CH2:18][CH:13]2[CH2:12]1)=O)C1C=CC=CC=1.[H][H]. The catalyst is C(O)C.[Pd].CO. The product is [F:19][CH:17]1[CH2:18][CH:13]2[CH2:12][NH:11][CH2:15][CH:14]2[CH:16]1[OH:20]. The yield is 1.00. (3) The reactants are [Cl:1][Si:2]([C:5]([Si:8](Cl)([Cl:10])[Cl:9])([CH3:7])[CH3:6])(Cl)[Cl:3].C[SiH](Cl)Cl. The catalyst is [Cl-].C([P+](CCCC)(CCCC)CCCC)CCC. The product is [Cl:1][SiH:2]([C:5]([SiH:8]([Cl:10])[Cl:9])([CH3:7])[CH3:6])[Cl:3]. The yield is 0.826. (4) The reactants are [CH3:1][O:2][C:3]1[CH:4]=[C:5]2[C:10](=[CH:11][C:12]=1[O:13][CH3:14])[N:9]=[CH:8][CH:7]=[C:6]2[O:15][C:16]1[CH:21]=[CH:20][C:19]([NH:22][C:23](=O)[CH2:24][O:25][C:26]2[CH:31]=[CH:30][CH:29]=[CH:28][C:27]=2[CH3:32])=[CH:18][C:17]=1[CH3:34].Cl.[OH-].[Na+]. The catalyst is O1CCCC1. The product is [CH3:1][O:2][C:3]1[CH:4]=[C:5]2[C:10](=[CH:11][C:12]=1[O:13][CH3:14])[N:9]=[CH:8][CH:7]=[C:6]2[O:15][C:16]1[CH:21]=[CH:20][C:19]([NH:22][CH2:23][CH2:24][O:25][C:26]2[CH:31]=[CH:30][CH:29]=[CH:28][C:27]=2[CH3:32])=[CH:18][C:17]=1[CH3:34]. The yield is 0.800. (5) The reactants are COB1[CH:4]2[CH2:5][CH2:6][CH2:11][CH:4]1[CH2:5][CH2:6][CH2:11]2.C([Li])CCC.P([O-])([O-])([O-])=O.[K+].[K+].[K+].[CH2:25]([NH:29][C:30]1[N:35]=[C:34]([C:36]2[C:37]([C:46]3[CH:51]=[CH:50][C:49]([F:52])=[CH:48][CH:47]=3)=[N:38][N:39]3[C:44](Cl)=[CH:43][CH:42]=[CH:41][C:40]=23)[CH:33]=[CH:32][N:31]=1)[CH2:26][CH2:27][CH3:28].B.C([O-])(=O)C.[Na+]. The catalyst is O1CCCC1.CN(C)C=O.C(OCC)(=O)C.O1CCOCC1.C1C=CC(P(C2C=CC=CC=2)[C-]2C=CC=C2)=CC=1.C1C=CC(P(C2C=CC=CC=2)[C-]2C=CC=C2)=CC=1.Cl[Pd]Cl.[Fe+2]. The product is [CH2:25]([NH:29][C:30]1[N:35]=[C:34]([C:36]2[C:37]([C:46]3[CH:51]=[CH:50][C:49]([F:52])=[CH:48][CH:47]=3)=[N:38][N:39]3[C:44]([CH2:11][CH2:4][CH2:5][CH3:6])=[CH:43][CH:42]=[CH:41][C:40]=23)[CH:33]=[CH:32][N:31]=1)[CH2:26][CH2:27][CH3:28]. The yield is 0.160. (6) The reactants are Br[C:2]1[C:11]2[C:6](=[C:7]([N+:12]([O-:14])=[O:13])[CH:8]=[CH:9][CH:10]=2)[CH:5]=[CH:4][CH:3]=1.[Cl:15][C:16]1[CH:22]=[CH:21][C:19]([NH2:20])=[CH:18][CH:17]=1.CC1(C)C2C(=C(P(C3C=CC=CC=3)C3C=CC=CC=3)C=CC=2)OC2C(P(C3C=CC=CC=3)C3C=CC=CC=3)=CC=CC1=2. The catalyst is CC(N(C)C)=O.C(OCC)(=O)C.C1C=CC(/C=C/C(/C=C/C2C=CC=CC=2)=O)=CC=1.C1C=CC(/C=C/C(/C=C/C2C=CC=CC=2)=O)=CC=1.C1C=CC(/C=C/C(/C=C/C2C=CC=CC=2)=O)=CC=1.[Pd].[Pd]. The product is [Cl:15][C:16]1[CH:22]=[CH:21][C:19]([NH:20][C:2]2[C:11]3[C:6](=[C:7]([N+:12]([O-:14])=[O:13])[CH:8]=[CH:9][CH:10]=3)[CH:5]=[CH:4][CH:3]=2)=[CH:18][CH:17]=1. The yield is 0.660.